From a dataset of Forward reaction prediction with 1.9M reactions from USPTO patents (1976-2016). Predict the product of the given reaction. (1) Given the reactants Cl[C:2]1[C:11]2[C:6](=[CH:7][CH:8]=[CH:9][CH:10]=2)[CH:5]=[C:4]([NH:12][C:13]2[CH:17]=[CH:16][NH:15][N:14]=2)[N:3]=1.[C:18]([C:20]1[CH:25]=[CH:24][C:23](B(O)O)=[CH:22][CH:21]=1)#[N:19], predict the reaction product. The product is: [NH:15]1[CH:16]=[CH:17][C:13]([NH:12][C:4]2[N:3]=[C:2]([C:23]3[CH:24]=[CH:25][C:20]([C:18]#[N:19])=[CH:21][CH:22]=3)[C:11]3[C:6]([CH:5]=2)=[CH:7][CH:8]=[CH:9][CH:10]=3)=[N:14]1. (2) The product is: [CH3:1][C:2]1[CH:3]=[C:4]([CH:7]=[C:8]([CH3:22])[C:9]=1[O:10][C:11]1[CH:16]=[CH:15][C:14]([O:17][CH3:18])=[C:13]([CH:19]([CH3:21])[CH3:20])[CH:12]=1)[CH2:5][Br:24]. Given the reactants [CH3:1][C:2]1[CH:3]=[C:4]([CH:7]=[C:8]([CH3:22])[C:9]=1[O:10][C:11]1[CH:16]=[CH:15][C:14]([O:17][CH3:18])=[C:13]([CH:19]([CH3:21])[CH3:20])[CH:12]=1)[CH2:5]O.P(Br)(Br)[Br:24], predict the reaction product. (3) Given the reactants [CH:1]1([C:4]#[C:5][C:6]2([C:24]([F:27])([F:26])[F:25])[O:11][C:10](=[O:12])[NH:9][C:8]3[CH:13]=[CH:14][C:15]([O:17][CH2:18][CH2:19][CH2:20][C:21]([OH:23])=[O:22])=[CH:16][C:7]2=3)[CH2:3][CH2:2]1.C(N(CC)C(C)C)(C)C.[B-](F)(F)(F)F.CN(C(O[N:50]1[C:55](=[O:56])[CH2:54][CH2:53][C:51]1=[O:52])=[N+](C)C)C, predict the reaction product. The product is: [O:52]=[C:51]1[CH2:53][CH2:54][C:55](=[O:56])[N:50]1[O:22][C:21](=[O:23])[CH2:20][CH2:19][CH2:18][O:17][C:15]1[CH:14]=[CH:13][C:8]2[NH:9][C:10](=[O:12])[O:11][C:6]([C:5]#[C:4][CH:1]3[CH2:3][CH2:2]3)([C:24]([F:27])([F:26])[F:25])[C:7]=2[CH:16]=1. (4) The product is: [CH2:28]([O:27][C:25](=[O:26])[CH2:24][N:10]1[C:9](=[O:12])[N:8]([CH2:13][CH2:14][O:15][CH3:16])[C:7]([C:5]2[S:6][C:2]([Cl:1])=[CH:3][CH:4]=2)=[N:11]1)[CH3:29]. Given the reactants [Cl:1][C:2]1[S:6][C:5]([C:7]2[N:8]([CH2:13][CH2:14][O:15][CH3:16])[C:9](=[O:12])[NH:10][N:11]=2)=[CH:4][CH:3]=1.C(=O)([O-])[O-].[K+].[K+].Cl[CH2:24][C:25]([O:27][CH2:28][CH3:29])=[O:26], predict the reaction product. (5) Given the reactants [CH3:1][O:2][C:3]([C:5]1[CH:15]=[C:14]([O:16]C2C=NC(C(=O)N(C)C)=CC=2)[C:8]2[CH2:9][C:10]([CH3:13])([CH3:12])[O:11][C:7]=2[CH:6]=1)=[O:4].[N:28]1([C:32]([C:34]2[N:39]=[CH:38][C:37](Br)=[CH:36][N:35]=2)=[O:33])[CH2:31][CH2:30][CH2:29]1.COC(C1C=C(O)C2CC(C)(C)OC=2C=1)=O, predict the reaction product. The product is: [CH3:1][O:2][C:3]([C:5]1[CH:15]=[C:14]([O:16][C:37]2[CH:36]=[N:35][C:34]([C:32]([N:28]3[CH2:31][CH2:30][CH2:29]3)=[O:33])=[N:39][CH:38]=2)[C:8]2[CH2:9][C:10]([CH3:13])([CH3:12])[O:11][C:7]=2[CH:6]=1)=[O:4]. (6) Given the reactants Cl[C:2]1[CH:7]=[CH:6][C:5]([CH:8]2[O:12][CH2:11][CH2:10][O:9]2)=[CH:4][C:3]=1[N+:13]([O-:15])=[O:14].[N:16]1([C:21]2[CH:22]=[C:23]([NH:27]C=O)[CH:24]=[CH:25][CH:26]=2)[CH:20]=[CH:19][N:18]=[CH:17]1.[O:30]1[CH:34]=[CH:33][C:32]([C:35]2[CH:36]=[C:37]([NH:41][CH:42]=O)[CH:38]=[CH:39][CH:40]=2)=[N:31]1.NC1C=C(C2OCCO2)C=CC=1NC1C=CC=[C:50]([C:54]2S[CH:56]=[CH:57][N:58]=2)C=1.[O:68]1[CH2:72][CH2:71][O:70][CH:69]1[C:73]1[CH:90]=[CH:89][C:76]([NH:77][C:78]2[CH:83]=[CH:82][CH:81]=[C:80](C3SC=CN=3)[CH:79]=2)=[C:75]([N+:91]([O-:93])=[O:92])[CH:74]=1.O.NN, predict the reaction product. The product is: [O:9]1[CH2:10][CH2:11][O:12][CH:8]1[C:5]1[CH:6]=[CH:7][C:2]([NH:27][C:23]2[CH:24]=[CH:25][CH:26]=[C:21]([N:16]3[CH:20]=[CH:19][N:18]=[CH:17]3)[CH:22]=2)=[C:3]([N+:13]([O-:15])=[O:14])[CH:4]=1.[O:68]1[CH2:72][CH2:71][O:70][CH:69]1[C:73]1[CH:90]=[CH:89][C:42]([NH:41][C:37]2[CH:38]=[CH:39][CH:40]=[C:35]([C:32]3[CH:33]=[CH:34][O:30][N:31]=3)[CH:36]=2)=[C:75]([N+:91]([O-:93])=[O:92])[CH:74]=1.[O:68]1[CH2:72][CH2:71][O:70][CH:69]1[C:73]1[CH:90]=[CH:89][C:76]([NH:77][C:78]2[CH:83]=[CH:82][CH:81]=[C:80]([N:58]3[CH:54]=[CH:50][CH:56]=[CH:57]3)[CH:79]=2)=[C:75]([N+:91]([O-:93])=[O:92])[CH:74]=1. (7) Given the reactants [O:1]1[CH2:6][CH2:5][N:4]([C:7]2[CH:8]=[C:9]3[NH:15][CH2:14][C:13]4([CH2:20][CH2:19][O:18][CH2:17][CH2:16]4)[C:10]3=[N:11][CH:12]=2)[CH2:3][CH2:2]1.Cl[C:22]1[C:31]2[C:26](=[N:27][CH:28]=[CH:29][CH:30]=2)[N:25]=[C:24]([C:32]2[CH:37]=[CH:36][CH:35]=[CH:34][N:33]=2)[C:23]=1[CH3:38].CC(C)([O-])C.[Na+], predict the reaction product. The product is: [CH3:38][C:23]1[C:24]([C:32]2[CH:37]=[CH:36][CH:35]=[CH:34][N:33]=2)=[N:25][C:26]2[C:31]([C:22]=1[N:15]1[C:9]3[C:10](=[N:11][CH:12]=[C:7]([N:4]4[CH2:5][CH2:6][O:1][CH2:2][CH2:3]4)[CH:8]=3)[C:13]3([CH2:20][CH2:19][O:18][CH2:17][CH2:16]3)[CH2:14]1)=[CH:30][CH:29]=[CH:28][N:27]=2. (8) Given the reactants [F:1][C:2]1([F:9])[CH2:7][CH2:6][C:5](=[O:8])[CH:4]=[CH:3]1.C1COCC1.C(=O)([O-])[O-].[K+].[K+].[I:21]I, predict the reaction product. The product is: [F:1][C:2]1([F:9])[CH2:7][CH2:6][C:5](=[O:8])[C:4]([I:21])=[CH:3]1. (9) Given the reactants [Cl:1][C:2]1[C:7]2=[N:8][CH:9]=[C:10]([O:12][CH2:13][C:14]3[N:15]=[CH:16]OC=3)[N:11]=[C:6]2[CH:5]=[CH:4][N:3]=1.ClC1N=C2C=CN=C(Cl)C2=NC=1.CC1[O:36][C:35]([CH2:37]O)=NC=1, predict the reaction product. The product is: [Cl:1][C:2]1[C:7]2=[N:8][CH:9]=[C:10]([O:12][CH2:13][C:14]3[O:36][C:35]([CH3:37])=[CH:16][N:15]=3)[N:11]=[C:6]2[CH:5]=[CH:4][N:3]=1.